This data is from Catalyst prediction with 721,799 reactions and 888 catalyst types from USPTO. The task is: Predict which catalyst facilitates the given reaction. (1) Reactant: [Br-].[C:2]([C:5]1[CH:31]=[CH:30][C:8]([CH2:9][CH2:10][P+](C2C=CC=CC=2)(C2C=CC=CC=2)C2C=CC=CC=2)=[CH:7][CH:6]=1)([OH:4])=[O:3].C[Si](C)(C)[N-][Si](C)(C)C.[Li+].[Br:42][C:43]1[CH:50]=[CH:49][CH:48]=[CH:47][C:44]=1[CH:45]=O.O. Product: [Br:42][C:43]1[CH:50]=[CH:49][CH:48]=[CH:47][C:44]=1[CH:45]=[CH:10][CH2:9][C:8]1[CH:7]=[CH:6][C:5]([C:2]([OH:4])=[O:3])=[CH:31][CH:30]=1. The catalyst class is: 116. (2) Reactant: [Cl:1][C:2]1[N:3]=[C:4]([N:13]2[CH2:18][CH2:17][O:16][CH2:15][CH2:14]2)[C:5]2[CH:10]=[C:9]([CH:11]=O)[S:8][C:6]=2[N:7]=1.[Cl-].[CH3:20][S:21]([N:24]1[CH2:29][CH2:28][NH2+:27][CH2:26][CH2:25]1)(=[O:23])=[O:22].C([O-])(=O)C.[Na+].C(OC)(OC)OC.C(O[BH-](OC(=O)C)OC(=O)C)(=O)C.[Na+]. Product: [Cl:1][C:2]1[N:3]=[C:4]([N:13]2[CH2:18][CH2:17][O:16][CH2:15][CH2:14]2)[C:5]2[CH:10]=[C:9]([CH2:11][N:27]3[CH2:28][CH2:29][N:24]([S:21]([CH3:20])(=[O:23])=[O:22])[CH2:25][CH2:26]3)[S:8][C:6]=2[N:7]=1. The catalyst class is: 756.